From a dataset of Forward reaction prediction with 1.9M reactions from USPTO patents (1976-2016). Predict the product of the given reaction. (1) Given the reactants [F:1][C:2]1[CH:3]=[C:4]2[C:9](=[CH:10][CH:11]=1)[CH:8]=[C:7]([C:12]([OH:14])=O)[CH:6]=[CH:5]2.S(Cl)([Cl:17])=O, predict the reaction product. The product is: [F:1][C:2]1[CH:3]=[C:4]2[C:9](=[CH:10][CH:11]=1)[CH:8]=[C:7]([C:12]([Cl:17])=[O:14])[CH:6]=[CH:5]2. (2) Given the reactants [OH:1][N:2]=[C:3](Cl)[C:4]1[CH:9]=[CH:8][CH:7]=[CH:6][N:5]=1.[F:11][C:12]([F:21])([F:20])[C:13]#[C:14][C:15]([O:17][CH2:18][CH3:19])=[O:16].C(N(CC)CC)C, predict the reaction product. The product is: [N:5]1[CH:6]=[CH:7][CH:8]=[CH:9][C:4]=1[C:3]1[C:13]([C:12]([F:11])([F:21])[F:20])=[C:14]([C:15]([O:17][CH2:18][CH3:19])=[O:16])[O:1][N:2]=1.